From a dataset of Forward reaction prediction with 1.9M reactions from USPTO patents (1976-2016). Predict the product of the given reaction. (1) Given the reactants [C:1]([C:5]1[CH:10]=[CH:9][N:8]=[C:7]([N:11]([CH3:21])[C:12]2[CH:17]=[CH:16][N:15]=[C:14](S(C)=O)[N:13]=2)[N:6]=1)([CH3:4])([CH3:3])[CH3:2].[CH2:22]([NH2:30])[CH2:23][C:24]1[CH:29]=[CH:28][CH:27]=[CH:26][CH:25]=1, predict the reaction product. The product is: [C:1]([C:5]1[CH:10]=[CH:9][N:8]=[C:7]([N:11]([CH3:21])[C:12]2[CH:17]=[CH:16][N:15]=[C:14]([NH:30][CH2:22][CH2:23][C:24]3[CH:29]=[CH:28][CH:27]=[CH:26][CH:25]=3)[N:13]=2)[N:6]=1)([CH3:4])([CH3:3])[CH3:2]. (2) Given the reactants FC(F)(F)C([NH:5][C:6]1[CH:11]=[CH:10][C:9]([S:12](=[O:25])(=[O:24])[NH:13][C:14]2[CH:15]=[CH:16][C:17]3[CH2:21][O:20][B:19]([OH:22])[C:18]=3[CH:23]=2)=[C:8]([CH2:26][CH2:27][C:28](=[O:30])[CH3:29])[CH:7]=1)=O.O[Li].O.Cl, predict the reaction product. The product is: [NH2:5][C:6]1[CH:11]=[CH:10][C:9]([S:12]([NH:13][C:14]2[CH:15]=[CH:16][C:17]3[CH2:21][O:20][B:19]([OH:22])[C:18]=3[CH:23]=2)(=[O:24])=[O:25])=[C:8]([CH2:26][CH2:27][C:28](=[O:30])[CH3:29])[CH:7]=1.